This data is from Forward reaction prediction with 1.9M reactions from USPTO patents (1976-2016). The task is: Predict the product of the given reaction. (1) The product is: [Cl:32][C:33]1[CH:38]=[CH:37][C:36]([C@H:39]([NH:42][C:3]([C:2]2[CH:5]=[C:23]3[C:17](=[CH:18][CH:19]=2)[CH:30]=[N:28][C:29]([NH:6][CH:7]2[CH2:12][CH2:11][O:10][CH2:9][CH2:8]2)=[CH:25]3)=[O:4])[CH2:40][CH3:41])=[CH:35][C:34]=1[F:43]. Given the reactants N[C@@H:2]([CH3:5])[CH2:3][OH:4].[NH2:6][CH:7]1[CH2:12][CH2:11][O:10][CH2:9][CH2:8]1.Cl.FC1C=[C:17]([C@@H:23]([C:25]2C=N[N:28]([CH3:30])[CH:29]=2)N)[CH:18]=[CH:19]C=1OC.Cl.[Cl:32][C:33]1[CH:38]=[CH:37][C:36]([C@H:39]([NH2:42])[CH2:40][CH3:41])=[CH:35][C:34]=1[F:43], predict the reaction product. (2) Given the reactants [BH4-].[Na+].C(O)C.[CH2:6]([O:13][C:14]1[CH:19]=[C:18]([CH:20]=[C:21]([N+:24]([O-:26])=[O:25])[CH2:22][CH3:23])[CH:17]=[CH:16][C:15]=1[O:27][CH3:28])[C:7]1[CH:12]=[CH:11][CH:10]=[CH:9][CH:8]=1.Cl, predict the reaction product. The product is: [CH2:6]([O:13][C:14]1[CH:19]=[C:18]([CH2:20][CH:21]([N+:24]([O-:26])=[O:25])[CH2:22][CH3:23])[CH:17]=[CH:16][C:15]=1[O:27][CH3:28])[C:7]1[CH:8]=[CH:9][CH:10]=[CH:11][CH:12]=1. (3) Given the reactants FC(F)(F)C(O)=O.[Cl:8][C:9]1[CH:10]=[C:11]([CH:22]=[CH:23][C:24]=1[Cl:25])[O:12][CH:13]1[CH2:18][CH2:17][N:16]([CH2:19][CH2:20][NH2:21])[CH2:15][CH2:14]1.[NH2:26][C:27]1[CH:35]=[CH:34][C:33]([O:36][CH3:37])=[CH:32][C:28]=1[C:29](O)=[O:30].Cl, predict the reaction product. The product is: [NH2:26][C:27]1[CH:35]=[CH:34][C:33]([O:36][CH3:37])=[CH:32][C:28]=1[C:29]([NH:21][CH2:20][CH2:19][N:16]1[CH2:15][CH2:14][CH:13]([O:12][C:11]2[CH:22]=[CH:23][C:24]([Cl:25])=[C:9]([Cl:8])[CH:10]=2)[CH2:18][CH2:17]1)=[O:30]. (4) The product is: [CH2:7]([O:14][CH2:15][CH2:16][CH:17]1[CH2:18][CH2:19][N:20]([C:23]2[CH:24]=[N:25][CH:26]=[C:27]([O:29][CH2:30][C@@H:31]3[CH2:35][CH2:34][CH2:33][N:32]3[CH3:43])[CH:28]=2)[CH2:21][CH2:22]1)[C:8]1[CH:9]=[CH:10][CH:11]=[CH:12][CH:13]=1. Given the reactants [H-].[Al+3].[Li+].[H-].[H-].[H-].[CH2:7]([O:14][CH2:15][CH2:16][CH:17]1[CH2:22][CH2:21][N:20]([C:23]2[CH:24]=[N:25][CH:26]=[C:27]([O:29][CH2:30][C@@H:31]3[CH2:35][CH2:34][CH2:33][NH:32]3)[CH:28]=2)[CH2:19][CH2:18]1)[C:8]1[CH:13]=[CH:12][CH:11]=[CH:10][CH:9]=1.[O-]S([O-])(=O)=O.[Na+].[Na+].[CH3:43]COCC, predict the reaction product.